From a dataset of Acute oral toxicity (LD50) regression data from Zhu et al.. Regression/Classification. Given a drug SMILES string, predict its toxicity properties. Task type varies by dataset: regression for continuous values (e.g., LD50, hERG inhibition percentage) or binary classification for toxic/non-toxic outcomes (e.g., AMES mutagenicity, cardiotoxicity, hepatotoxicity). Dataset: ld50_zhu. (1) The drug is COC(=O)C[N+](=O)[O-]. The rat oral LD50 is 1.50, given as -log10 of the dose in mol/kg body weight (higher means more acutely toxic). (2) The compound is CS(=O)(=O)Oc1ccc(Cl)cc1Cl. The rat oral LD50 is 1.94, given as -log10 of the dose in mol/kg body weight (higher means more acutely toxic). (3) The compound is O=C(O)Cc1ccccc1Nc1c(Cl)cccc1Cl. The rat oral LD50 is 3.68, given as -log10 of the dose in mol/kg body weight (higher means more acutely toxic). (4) The compound is O=NN1CCCCCCC1. The rat oral LD50 is 2.70, given as -log10 of the dose in mol/kg body weight (higher means more acutely toxic). (5) The molecule is Cc1c(-c2ccccc2)[nH]c(N)nc1=O. The rat oral LD50 is 2.45, given as -log10 of the dose in mol/kg body weight (higher means more acutely toxic).